This data is from Experimentally validated miRNA-target interactions with 360,000+ pairs, plus equal number of negative samples. The task is: Binary Classification. Given a miRNA mature sequence and a target amino acid sequence, predict their likelihood of interaction. (1) The miRNA is hsa-miR-6782-5p with sequence UAGGGGUGGGGGAAUUCAGGGGUGU. The protein sequence of the target gene is MSEDLAKQLASYKAQLQQVEAALSGNGENEDLLKLKKDLQEVIELTKDLLSTQPSETLASSDSFASTQPTHSWKVGDKCMAVWSEDGQCYEAEIEEIDEENGTAAITFAGYGNAEVTPLLNLKPVEEGRKAKEDSGNKPMSKKEMIAQQREYKKKKALKKAQRIKELEQEREDQKVKWQQFNNRAYSKNKKGQVKRSIFASPESVTGKVGVGTCGIADKPMTQYQDTSKYNVRHLMPQ. Result: 0 (no interaction). (2) The miRNA is hsa-miR-2116-3p with sequence CCUCCCAUGCCAAGAACUCCC. The protein sequence of the target gene is MAGARAAAAAASAGSSASSGNQPPQELGLGELLEEFSRTQYRAKDGSGTGGSKVERIEKRCLELFGRDYCFSVIPNTNGDICGHYPRHIVFLEYESSEKEKDTFESTVQVSKLQDLIHRSKMARCRGRFVCPVILFKGKHICRSATLAGWGELYGRSGYNYFFSGGADDAWADVEDVTEEDCALRSGDTHLFDKVRGYDIKLLRYLSVKYICDLMVENKKVKFGMNVTSSEKVDKAQRYADFTLLSIPYPGCEFFKEYKDRDYMAEGLIFNWKQDYVDAPLSIPDFLTHSLNIDWSQYQC.... Result: 0 (no interaction).